This data is from Forward reaction prediction with 1.9M reactions from USPTO patents (1976-2016). The task is: Predict the product of the given reaction. Given the reactants [H-].[Al+3].[Li+].[H-].[H-].[H-].[C:7](OC)(=[O:25])[CH2:8][CH2:9][CH2:10][CH2:11][CH2:12][CH2:13][CH2:14]/[CH:15]=[CH:16]\[CH:17]=[CH:18]\[CH2:19][CH2:20][CH2:21][CH2:22][CH2:23][CH3:24], predict the reaction product. The product is: [CH2:7]([OH:25])[CH2:8][CH2:9][CH2:10][CH2:11][CH2:12][CH2:13][CH2:14][CH:15]=[CH:16][CH:17]=[CH:18][CH2:19][CH2:20][CH2:21][CH2:22][CH2:23][CH3:24].